Regression. Given two drug SMILES strings and cell line genomic features, predict the synergy score measuring deviation from expected non-interaction effect. From a dataset of NCI-60 drug combinations with 297,098 pairs across 59 cell lines. (1) Drug 1: C1CCC(C1)C(CC#N)N2C=C(C=N2)C3=C4C=CNC4=NC=N3. Drug 2: CCC1(C2=C(COC1=O)C(=O)N3CC4=CC5=C(C=CC(=C5CN(C)C)O)N=C4C3=C2)O.Cl. Cell line: SF-295. Synergy scores: CSS=6.45, Synergy_ZIP=-4.67, Synergy_Bliss=-5.28, Synergy_Loewe=-22.4, Synergy_HSA=-4.29. (2) Drug 1: CC(CN1CC(=O)NC(=O)C1)N2CC(=O)NC(=O)C2. Cell line: SK-MEL-28. Drug 2: C1C(C(OC1N2C=NC(=NC2=O)N)CO)O. Synergy scores: CSS=16.0, Synergy_ZIP=-2.32, Synergy_Bliss=6.81, Synergy_Loewe=2.39, Synergy_HSA=4.70.